From a dataset of NCI-60 drug combinations with 297,098 pairs across 59 cell lines. Regression. Given two drug SMILES strings and cell line genomic features, predict the synergy score measuring deviation from expected non-interaction effect. Drug 1: CC1CC2C3CCC4=CC(=O)C=CC4(C3(C(CC2(C1(C(=O)CO)O)C)O)F)C. Drug 2: C1CC(C1)(C2=CC=C(C=C2)C3=C(C=C4C(=N3)C=CN5C4=NNC5=O)C6=CC=CC=C6)N. Cell line: HCT116. Synergy scores: CSS=8.08, Synergy_ZIP=1.54, Synergy_Bliss=3.67, Synergy_Loewe=4.05, Synergy_HSA=5.16.